Dataset: Reaction yield outcomes from USPTO patents with 853,638 reactions. Task: Predict the reaction yield, written as a fraction of the theoretical maximum amount of product (1.0 means a 100% yield; for example, 0.34 means a 34% yield). (1) The product is [NH2:12][N:5]1[C:6]2[C:11](=[CH:10][CH:9]=[CH:8][CH:7]=2)[C:2]([OH:1])=[C:3]([C:24]2[NH:29][C:28]3[S:30][CH:31]=[C:32]([CH2:33][O:34][CH2:35][O:36][CH3:37])[C:27]=3[S:26](=[O:39])(=[O:38])[N:25]=2)[C:4]1=[O:23]. The reactants are [OH:1][C:2]1[C:11]2[C:6](=[CH:7][CH:8]=[CH:9][CH:10]=2)[N:5]([N:12]2C(=O)C3C(=CC=CC=3)C2=O)[C:4](=[O:23])[C:3]=1[C:24]1[NH:29][C:28]2[S:30][CH:31]=[C:32]([CH2:33][O:34][CH2:35][O:36][CH3:37])[C:27]=2[S:26](=[O:39])(=[O:38])[N:25]=1.CNN.C(N(CC)CC)C. The catalyst is O1CCOCC1. The yield is 0.660. (2) The reactants are Cl[C:2]1[N:3]=[N:4][C:5]([C:14]2[CH:19]=[CH:18][CH:17]=[CH:16][CH:15]=2)=[CH:6][C:7]=1[C:8]1[CH:13]=[CH:12][CH:11]=[CH:10][CH:9]=1.[N:20]1[CH:25]=[CH:24][CH:23]=[N:22][C:21]=1[N:26]1[CH2:31][CH2:30][NH:29][CH2:28][CH2:27]1. No catalyst specified. The product is [C:8]1([C:7]2[CH:6]=[C:5]([C:14]3[CH:19]=[CH:18][CH:17]=[CH:16][CH:15]=3)[N:4]=[N:3][C:2]=2[N:29]2[CH2:30][CH2:31][N:26]([C:21]3[N:20]=[CH:25][CH:24]=[CH:23][N:22]=3)[CH2:27][CH2:28]2)[CH:13]=[CH:12][CH:11]=[CH:10][CH:9]=1. The yield is 0.811. (3) The reactants are Cl[C:2]1[N:7]=[CH:6][NH:5][C:4]2=[N:8][CH:9]=[CH:10][C:3]=12.[CH3:11][C:12]1[O:16][N:15]=[C:14]([CH2:17][NH2:18])[CH:13]=1.CCN(C(C)C)C(C)C. The catalyst is C(O)CCC. The product is [CH3:11][C:12]1[O:16][N:15]=[C:14]([CH2:17][NH:18][C:2]2[C:3]3[CH:10]=[CH:9][NH:8][C:4]=3[N:5]=[CH:6][N:7]=2)[CH:13]=1. The yield is 0.720. (4) The catalyst is O. The product is [Cl:11][C:12]1[CH:19]=[C:18]([OH:20])[CH:17]=[CH:16][C:13]=1[CH:14]=[O:22]. The yield is 0.840. The reactants are [H-].C([Al+]CC(C)C)C(C)C.[Cl:11][C:12]1[CH:19]=[C:18]([OH:20])[CH:17]=[CH:16][C:13]=1[C:14]#N.Cl.[O:22]1CCCC1.